Dataset: Forward reaction prediction with 1.9M reactions from USPTO patents (1976-2016). Task: Predict the product of the given reaction. Given the reactants [NH2:1][C:2]1[N:10]=[CH:9][N:8]=[C:7]2[C:3]=1[N:4]=[CH:5][N:6]2[C@H:11]1[C@@H:15]2[O:16][C:17]([CH3:20])([CH3:19])[O:18][C@@H:14]2[C@@H:13]([CH2:21][N:22]([CH:32]([CH3:34])[CH3:33])[C:23](=[O:31])[CH2:24][CH2:25][CH2:26][C:27]([O:29]C)=[O:28])[O:12]1.O[Li].O, predict the reaction product. The product is: [NH2:1][C:2]1[N:10]=[CH:9][N:8]=[C:7]2[C:3]=1[N:4]=[CH:5][N:6]2[C@H:11]1[C@@H:15]2[O:16][C:17]([CH3:19])([CH3:20])[O:18][C@@H:14]2[C@@H:13]([CH2:21][N:22]([CH:32]([CH3:34])[CH3:33])[C:23](=[O:31])[CH2:24][CH2:25][CH2:26][C:27]([OH:29])=[O:28])[O:12]1.